This data is from hERG potassium channel inhibition data for cardiac toxicity prediction from Karim et al.. The task is: Regression/Classification. Given a drug SMILES string, predict its toxicity properties. Task type varies by dataset: regression for continuous values (e.g., LD50, hERG inhibition percentage) or binary classification for toxic/non-toxic outcomes (e.g., AMES mutagenicity, cardiotoxicity, hepatotoxicity). Dataset: herg_karim. The drug is COc1cc(OC)cc(C(=O)NCC2(C#N)CCN(CCc3ccccc3)CC2)c1. The result is 1 (blocker).